From a dataset of NCI-60 drug combinations with 297,098 pairs across 59 cell lines. Regression. Given two drug SMILES strings and cell line genomic features, predict the synergy score measuring deviation from expected non-interaction effect. (1) Drug 1: CCCCCOC(=O)NC1=NC(=O)N(C=C1F)C2C(C(C(O2)C)O)O. Drug 2: C1CN(P(=O)(OC1)NCCCl)CCCl. Cell line: NCIH23. Synergy scores: CSS=3.20, Synergy_ZIP=-1.35, Synergy_Bliss=-0.137, Synergy_Loewe=2.65, Synergy_HSA=0.0656. (2) Drug 1: CC1CCC2CC(C(=CC=CC=CC(CC(C(=O)C(C(C(=CC(C(=O)CC(OC(=O)C3CCCCN3C(=O)C(=O)C1(O2)O)C(C)CC4CCC(C(C4)OC)OCCO)C)C)O)OC)C)C)C)OC. Drug 2: CS(=O)(=O)CCNCC1=CC=C(O1)C2=CC3=C(C=C2)N=CN=C3NC4=CC(=C(C=C4)OCC5=CC(=CC=C5)F)Cl. Cell line: UO-31. Synergy scores: CSS=26.8, Synergy_ZIP=5.19, Synergy_Bliss=8.21, Synergy_Loewe=10.8, Synergy_HSA=10.1.